Dataset: Forward reaction prediction with 1.9M reactions from USPTO patents (1976-2016). Task: Predict the product of the given reaction. (1) Given the reactants [OH:1][C:2]1[CH:9]=[CH:8][C:5]([CH:6]=[O:7])=[CH:4][CH:3]=1.Cl[C:11]1[CH:16]=[CH:15][N:14]=[CH:13][CH:12]=1.C(=O)([O-])[O-].[K+].[K+], predict the reaction product. The product is: [N:14]1[CH:15]=[CH:16][C:11]([O:1][C:2]2[CH:9]=[CH:8][C:5]([CH:6]=[O:7])=[CH:4][CH:3]=2)=[CH:12][CH:13]=1. (2) Given the reactants [NH2:1][C:2]1[C:7]2[C:8]([C:11]3[CH:12]=[C:13]4[C:17](=[CH:18][CH:19]=3)[N:16]([C:20](=[O:28])[CH2:21][C:22]3[CH:27]=[CH:26][CH:25]=[CH:24][CH:23]=3)[CH2:15][CH2:14]4)=[CH:9][S:10][C:6]=2[C:5]([C:29]2[CH2:30][CH2:31][N:32](C(OC(C)(C)C)=O)[CH2:33][CH:34]=2)=[CH:4][N:3]=1.C(O)(C(F)(F)F)=O, predict the reaction product. The product is: [C:22]1([CH2:21][C:20]([N:16]2[C:17]3[C:13](=[CH:12][C:11]([C:8]4[C:7]5[C:2]([NH2:1])=[N:3][CH:4]=[C:5]([C:29]6[CH2:30][CH2:31][NH:32][CH2:33][CH:34]=6)[C:6]=5[S:10][CH:9]=4)=[CH:19][CH:18]=3)[CH2:14][CH2:15]2)=[O:28])[CH:27]=[CH:26][CH:25]=[CH:24][CH:23]=1. (3) Given the reactants [F:1][C:2]1[CH:7]=[CH:6][CH:5]=[CH:4][C:3]=1[C:8]1([C:16]([F:19])([F:18])[F:17])[CH2:14][CH2:13][O:12][CH2:11][C:10]([NH2:15])=[N:9]1.[N+:20]([O-])([O-:22])=[O:21].[K+].CC(OC)(C)C, predict the reaction product. The product is: [F:1][C:2]1[CH:7]=[CH:6][C:5]([N+:20]([O-:22])=[O:21])=[CH:4][C:3]=1[C:8]1([C:16]([F:19])([F:17])[F:18])[CH2:14][CH2:13][O:12][CH2:11][C:10]([NH2:15])=[N:9]1. (4) Given the reactants [C:1]([O:5][C:6]([N:8]1[CH2:13][CH2:12][CH2:11][CH:10]([C:14](=[NH:17])[NH:15][OH:16])[CH2:9]1)=[O:7])([CH3:4])([CH3:3])[CH3:2].[F:18][C:19]1[CH:27]=[CH:26][CH:25]=[CH:24][C:20]=1[C:21](O)=O.C1C=CC2N(O)N=NC=2C=1.CCN=C=NCCCN(C)C.Cl.C(N(CC)CC)C, predict the reaction product. The product is: [C:1]([O:5][C:6]([N:8]1[CH2:13][CH2:12][CH2:11][CH:10]([C:14]2[N:17]=[C:21]([C:20]3[CH:24]=[CH:25][CH:26]=[CH:27][C:19]=3[F:18])[O:16][N:15]=2)[CH2:9]1)=[O:7])([CH3:4])([CH3:2])[CH3:3]. (5) The product is: [CH2:1]([O:3][C:4](=[O:17])[C:5]([O:8][C:9]1[CH:14]=[CH:13][C:12]([O:15][CH2:31][CH2:30][CH2:29][C:28]#[C:27][C:24]2[CH:25]=[CH:26][C:21]([O:20][C:19]([F:18])([F:37])[F:38])=[CH:22][CH:23]=2)=[C:11]([F:16])[CH:10]=1)([CH3:7])[CH3:6])[CH3:2]. Given the reactants [CH2:1]([O:3][C:4](=[O:17])[C:5]([O:8][C:9]1[CH:14]=[CH:13][C:12]([OH:15])=[C:11]([F:16])[CH:10]=1)([CH3:7])[CH3:6])[CH3:2].[F:18][C:19]([F:38])([F:37])[O:20][C:21]1[CH:26]=[CH:25][C:24]([C:27]#[C:28][CH2:29][CH2:30][CH2:31]OS(C)(=O)=O)=[CH:23][CH:22]=1, predict the reaction product. (6) Given the reactants [CH3:1][C:2]1[CH:6]=[C:5]([NH:7][C:8](=[O:10])[CH3:9])[NH:4][N:3]=1.[I:11](O)(=O)=O.II, predict the reaction product. The product is: [I:11][C:6]1[C:2]([CH3:1])=[N:3][NH:4][C:5]=1[NH:7][C:8](=[O:10])[CH3:9]. (7) Given the reactants [Br:1][C:2]1[CH:7]=[CH:6][C:5]([F:8])=[C:4](I)[CH:3]=1.[S:10]([C:14]1[CH:19]=[CH:18][C:17](B(O)O)=[CH:16][CH:15]=1)(=[O:13])(=[O:12])[NH2:11].O1CCOCC1.O.C([O-])([O-])=O.[Na+].[Na+], predict the reaction product. The product is: [Br:1][C:2]1[CH:7]=[CH:6][C:5]([F:8])=[C:4]([C:17]2[CH:18]=[CH:19][C:14]([S:10]([NH2:11])(=[O:13])=[O:12])=[CH:15][CH:16]=2)[CH:3]=1. (8) Given the reactants [C:1]1([C:7]2[CH:11]=[C:10]([C:12]3[CH:17]=[CH:16][CH:15]=[CH:14][CH:13]=3)[N:9]([CH2:18][C:19]3[CH:41]=[CH:40][C:22]([CH2:23][NH:24][C:25]4[CH:30]=[C:29]([F:31])[C:28]([CH2:32][CH2:33][C:34]([O:36]CC)=[O:35])=[C:27]([F:39])[CH:26]=4)=[CH:21][C:20]=3[O:42][CH:43]([CH3:45])[CH3:44])[N:8]=2)[CH:6]=[CH:5][CH:4]=[CH:3][CH:2]=1.[OH-].[Na+].Cl, predict the reaction product. The product is: [C:1]1([C:7]2[CH:11]=[C:10]([C:12]3[CH:17]=[CH:16][CH:15]=[CH:14][CH:13]=3)[N:9]([CH2:18][C:19]3[CH:41]=[CH:40][C:22]([CH2:23][NH:24][C:25]4[CH:30]=[C:29]([F:31])[C:28]([CH2:32][CH2:33][C:34]([OH:36])=[O:35])=[C:27]([F:39])[CH:26]=4)=[CH:21][C:20]=3[O:42][CH:43]([CH3:45])[CH3:44])[N:8]=2)[CH:6]=[CH:5][CH:4]=[CH:3][CH:2]=1. (9) Given the reactants [CH3:1][C:2]1[CH:7]=[CH:6][CH:5]=[CH:4][C:3]=1[C:8]1[CH:9]=[CH:10][CH:11]=[C:12]2[C:16]=1[NH:15][C:14]([C:17]([O:19][CH2:20][CH3:21])=[O:18])=[C:13]2[CH2:22][CH2:23][CH2:24][O:25][C:26]1[CH:35]=[CH:34][C:33](OS(C(F)(F)F)(=O)=O)=[C:32]2[C:27]=1[CH:28]1[CH2:44][CH:31]2[CH2:30][CH2:29]1.[H][H], predict the reaction product. The product is: [CH3:1][C:2]1[CH:7]=[CH:6][CH:5]=[CH:4][C:3]=1[C:8]1[CH:9]=[CH:10][CH:11]=[C:12]2[C:16]=1[NH:15][C:14]([C:17]([O:19][CH2:20][CH3:21])=[O:18])=[C:13]2[CH2:22][CH2:23][CH2:24][O:25][C:26]1[CH:35]=[CH:34][CH:33]=[C:32]2[C:27]=1[CH:28]1[CH2:44][CH:31]2[CH2:30][CH2:29]1.